From a dataset of Reaction yield outcomes from USPTO patents with 853,638 reactions. Predict the reaction yield, written as a fraction of the theoretical maximum amount of product (1.0 means a 100% yield; for example, 0.34 means a 34% yield). The reactants are [CH2:1]([N:3]([CH2:21][CH3:22])[CH2:4][CH2:5][NH:6][C:7]([C:9]1[CH:10]=[C:11]([I:20])[CH:12]=[C:13]2[C:18]=1[NH:17][CH:16]=[CH:15][C:14]2=O)=[O:8])[CH3:2].[Cl:23]C1C2C(=CC=C(I)C=2)N=CC=1C(NCCN(CC)CC)=O. No catalyst specified. The product is [Cl:23][C:14]1[C:13]2[C:18](=[C:9]([C:7]([NH:6][CH2:5][CH2:4][N:3]([CH2:21][CH3:22])[CH2:1][CH3:2])=[O:8])[CH:10]=[C:11]([I:20])[CH:12]=2)[N:17]=[CH:16][CH:15]=1. The yield is 0.730.